Dataset: Forward reaction prediction with 1.9M reactions from USPTO patents (1976-2016). Task: Predict the product of the given reaction. (1) Given the reactants Br[C:2]1[CH:7]=[CH:6][C:5]([C@H:8]([C:24]2[CH:29]=[CH:28][CH:27]=[CH:26][CH:25]=2)[N:9]2[CH2:14][CH2:13][N:12]([CH2:15][C:16]([O:18][C:19]([CH3:22])([CH3:21])[CH3:20])=[O:17])[C@H:11]([CH3:23])[CH2:10]2)=[CH:4][CH:3]=1.[C:30]1([C:36]#[CH:37])[CH:35]=[CH:34][CH:33]=[CH:32][CH:31]=1.O.O.O.[F-].C([N+](CCCC)(CCCC)CCCC)CCC.CCCCCC, predict the reaction product. The product is: [CH3:23][C@@H:11]1[CH2:10][N:9]([C@@H:8]([C:24]2[CH:29]=[CH:28][CH:27]=[CH:26][CH:25]=2)[C:5]2[CH:6]=[CH:7][C:2]([C:37]#[C:36][C:30]3[CH:35]=[CH:34][CH:33]=[CH:32][CH:31]=3)=[CH:3][CH:4]=2)[CH2:14][CH2:13][N:12]1[CH2:15][C:16]([O:18][C:19]([CH3:22])([CH3:21])[CH3:20])=[O:17]. (2) The product is: [CH3:50][Si:2]([CH3:49])([CH3:1])[CH2:3][CH2:4][O:5][CH2:6][N:7]([CH2:41][O:42][CH2:43][CH2:44][Si:45]([CH3:48])([CH3:47])[CH3:46])[C:8]1[N:13]2[N:14]=[CH:15][C:16]([C:17]3[CH:18]=[N:19][N:20]([C:22]4[CH:27]=[CH:26][CH:25]=[CH:24][CH:23]=4)[CH:21]=3)=[C:12]2[N:11]=[C:10]([CH:28]2[CH2:29][CH2:30][C:31]([CH2:39][OH:40])([C:34]([O:36][CH2:37][CH3:38])=[O:35])[CH2:32][CH2:33]2)[C:9]=1[Br:58]. Given the reactants [CH3:1][Si:2]([CH3:50])([CH3:49])[CH2:3][CH2:4][O:5][CH2:6][N:7]([CH2:41][O:42][CH2:43][CH2:44][Si:45]([CH3:48])([CH3:47])[CH3:46])[C:8]1[N:13]2[N:14]=[CH:15][C:16]([C:17]3[CH:18]=[N:19][N:20]([C:22]4[CH:27]=[CH:26][CH:25]=[CH:24][CH:23]=4)[CH:21]=3)=[C:12]2[N:11]=[C:10]([CH:28]2[CH2:33][CH2:32][C:31]([CH2:39][OH:40])([C:34]([O:36][CH2:37][CH3:38])=[O:35])[CH2:30][CH2:29]2)[CH:9]=1.C1C(=O)N([Br:58])C(=O)C1, predict the reaction product. (3) Given the reactants [F:1][C:2]1[CH:3]=[C:4]([C:8]2[C@:9]3([CH2:25][CH2:24][C@H:23]4[C@@H:14]([CH2:15][CH2:16][C:17]5[CH:18]=[C:19]([C:26]([OH:28])=O)[CH:20]=[CH:21][C:22]=54)[C@@H:11]3[CH2:12][CH:13]=2)[CH3:10])[CH:5]=[N:6][CH:7]=1.[NH:29]1[CH2:33][CH2:32][CH2:31][C@H:30]1[C:34]1[NH:38][N:37]=[N:36][N:35]=1, predict the reaction product. The product is: [NH:35]1[C:34]([C@@H:30]2[CH2:31][CH2:32][CH2:33][N:29]2[C:26]([C:19]2[CH:20]=[CH:21][C:22]3[C@@H:23]4[C@H:14]([C@H:11]5[C@@:9]([CH2:25][CH2:24]4)([CH3:10])[C:8]([C:4]4[CH:5]=[N:6][CH:7]=[C:2]([F:1])[CH:3]=4)=[CH:13][CH2:12]5)[CH2:15][CH2:16][C:17]=3[CH:18]=2)=[O:28])=[N:38][N:37]=[N:36]1. (4) Given the reactants [F:1][C:2]1(F)[CH2:4][CH:3]1[C:5]1[NH:9][N:8]=[C:7]([NH2:10])[CH:6]=1.F[C@H]1C[C@H]1C(OCC)=O, predict the reaction product. The product is: [F:1][C@H:2]1[CH2:4][C@H:3]1[C:5]1[NH:9][N:8]=[C:7]([NH2:10])[CH:6]=1.